Predict the reaction yield, written as a fraction of the theoretical maximum amount of product (1.0 means a 100% yield; for example, 0.34 means a 34% yield). From a dataset of Reaction yield outcomes from USPTO patents with 853,638 reactions. (1) The reactants are [CH3:1][C:2]1[C:7]2[NH:8][C:9](=O)[O:10][C:11](=[O:12])[C:6]=2[CH:5]=[C:4]([N+:14]([O-:16])=[O:15])[CH:3]=1.C[O-].[Na+].[NH4+].[Cl-]. The catalyst is CO. The product is [CH3:9][O:10][C:11](=[O:12])[C:6]1[CH:5]=[C:4]([N+:14]([O-:16])=[O:15])[CH:3]=[C:2]([CH3:1])[C:7]=1[NH2:8]. The yield is 0.990. (2) The reactants are Br[C:2]1[CH:3]=[C:4]([CH2:8][CH2:9][C:10]([NH:12][CH:13]2[CH2:15][CH2:14]2)=[O:11])[CH:5]=[CH:6][CH:7]=1.[CH3:16][C:17]1([CH3:33])[C:21]([CH3:23])([CH3:22])[O:20][B:19]([B:19]2[O:20][C:21]([CH3:23])([CH3:22])[C:17]([CH3:33])([CH3:16])[O:18]2)[O:18]1.CC([O-])=O.[K+]. The catalyst is O1CCOCC1.C1C=CC(P(C2C=CC=CC=2)[C-]2C=CC=C2)=CC=1.C1C=CC(P(C2C=CC=CC=2)[C-]2C=CC=C2)=CC=1.Cl[Pd]Cl.[Fe+2]. The product is [CH:13]1([NH:12][C:10](=[O:11])[CH2:9][CH2:8][C:4]2[CH:5]=[CH:6][CH:7]=[C:2]([B:19]3[O:20][C:21]([CH3:23])([CH3:22])[C:17]([CH3:33])([CH3:16])[O:18]3)[CH:3]=2)[CH2:15][CH2:14]1. The yield is 0.920. (3) The reactants are [N:1]1[NH:2][N:3]=[N:4][C:5]=1[C@@H:6]1[N:10]([C:11]([O:13][C:14]([CH3:17])([CH3:16])[CH3:15])=[O:12])[C@H:9]([C:18]([O:20][CH2:21][CH3:22])=[O:19])[CH2:8][CH2:7]1.F[B-](F)(F)F.[Cl:28][C:29]1[CH:30]=[C:31]([I+][C:31]2[CH:32]=[CH:33][CH:34]=[C:29]([Cl:28])[CH:30]=2)[CH:32]=[CH:33][CH:34]=1.CC(C)([O-])C.[Na+]. The catalyst is C(O)(C)(C)C.C1C=CC(/C=C/C(/C=C/C2C=CC=CC=2)=O)=CC=1.C1C=CC(/C=C/C(/C=C/C2C=CC=CC=2)=O)=CC=1.C1C=CC(/C=C/C(/C=C/C2C=CC=CC=2)=O)=CC=1.[Pd].[Pd].C1(C2CC2C([O-])=O)C=CC=CC=1.[Cu+2].C1(C2CC2C([O-])=O)C=CC=CC=1. The product is [Cl:28][C:29]1[CH:34]=[C:33]([N:3]2[N:2]=[N:1][C:5]([C@H:6]3[CH2:7][CH2:8][C@@H:9]([C:18]([O:20][CH2:21][CH3:22])=[O:19])[N:10]3[C:11]([O:13][C:14]([CH3:17])([CH3:16])[CH3:15])=[O:12])=[N:4]2)[CH:32]=[CH:31][CH:30]=1. The yield is 0.750. (4) The reactants are [C@H:1]1([NH:10][C:11]2[CH:20]=[CH:19][C:18]3[C:13](=[CH:14][CH:15]=[C:16]([NH2:21])[CH:17]=3)[N:12]=2)[C:9]2[C:4](=[CH:5][CH:6]=[CH:7][CH:8]=2)[CH2:3][CH2:2]1.C(N(C(C)C)C(C)C)C.Cl.CN(C)CCCN=C=NCC.[F:43][B-](F)(F)F.N1(OC(N(C)C)=[N+](C)C)C2C=CC=CC=2N=N1.F[C:66]1[CH:71]=[CH:70][CH:69]=[CH:68][C:67]=1[CH2:72][C:73]([OH:75])=O. The product is [F:43][C:70]1[CH:69]=[CH:68][C:67]([CH2:72][C:73]([NH:21][C:16]2[CH:17]=[C:18]3[C:13](=[CH:14][CH:15]=2)[N:12]=[C:11]([NH:10][C@H:1]2[C:9]4[C:4](=[CH:5][CH:6]=[CH:7][CH:8]=4)[CH2:3][CH2:2]2)[CH:20]=[CH:19]3)=[O:75])=[CH:66][CH:71]=1. The yield is 0.330. The catalyst is O1CCCC1.O. (5) The reactants are [C:1]1([CH2:7][C:8]([O:10]CC)=O)[CH:6]=[CH:5][CH:4]=[CH:3][CH:2]=1.[CH3:13][C:14]([CH3:16])=[O:15].Cl. The catalyst is CCOCC. The product is [C:1]1([CH2:7][C:8](=[O:10])[CH2:13][C:14](=[O:15])[CH3:16])[CH:2]=[CH:3][CH:4]=[CH:5][CH:6]=1. The yield is 0.440.